Dataset: Reaction yield outcomes from USPTO patents with 853,638 reactions. Task: Predict the reaction yield, written as a fraction of the theoretical maximum amount of product (1.0 means a 100% yield; for example, 0.34 means a 34% yield). (1) The reactants are [Br:1][C:2]1[CH:22]=[CH:21][C:5]2[N:6]([C:17]([CH3:20])([CH3:19])[CH3:18])[C:7]([C:9]3[CH:16]=[CH:15][CH:14]=[CH:13][C:10]=3[C:11]#[N:12])=[N:8][C:4]=2[CH:3]=1.[NH2:23][OH:24]. The catalyst is CCO. The product is [Br:1][C:2]1[CH:22]=[CH:21][C:5]2[N:6]([C:17]([CH3:18])([CH3:19])[CH3:20])[C:7]([C:9]3[CH:16]=[CH:15][CH:14]=[CH:13][C:10]=3[C:11]([NH:23][OH:24])=[NH:12])=[N:8][C:4]=2[CH:3]=1. The yield is 0.810. (2) The reactants are [C:1]([C:3]1[CH:8]=[CH:7][CH:6]=[CH:5][C:4]=1[C:9]1[CH:14]=[CH:13][C:12]([CH2:15][C:16]2[C:17](=[O:42])[N:18]([C@H:28]3[CH2:33][CH2:32][C@H:31]([O:34][CH2:35][C:36](N(OC)C)=[O:37])[CH2:30][CH2:29]3)[C:19]3[N:20]([N:25]=[CH:26][N:27]=3)[C:21]=2[CH2:22][CH2:23][CH3:24])=[CH:11][CH:10]=1)#[N:2].[O:43]1[CH2:48][CH2:47][CH2:46][O:45][CH:44]1[CH2:49][CH2:50][Mg]Br.Cl. The catalyst is O1CCCC1. The product is [O:43]1[CH2:48][CH2:47][CH2:46][O:45][CH:44]1[CH2:49][CH2:50][CH:36]([OH:37])[CH2:35][O:34][C@H:31]1[CH2:32][CH2:33][C@H:28]([N:18]2[C:17](=[O:42])[C:16]([CH2:15][C:12]3[CH:13]=[CH:14][C:9]([C:4]4[C:3]([C:1]#[N:2])=[CH:8][CH:7]=[CH:6][CH:5]=4)=[CH:10][CH:11]=3)=[C:21]([CH2:22][CH2:23][CH3:24])[N:20]3[N:25]=[CH:26][N:27]=[C:19]23)[CH2:29][CH2:30]1. The yield is 0.440.